From a dataset of Catalyst prediction with 721,799 reactions and 888 catalyst types from USPTO. Predict which catalyst facilitates the given reaction. (1) Reactant: [CH2:1]([N:3]([S:30]([C:33]1[S:34][CH:35]=[CH:36][CH:37]=1)(=[O:32])=[O:31])[C:4]1[CH:5]=[CH:6][CH:7]=[C:8]2[C:12]=1[NH:11][C:10]([C:13]1[S:14][C:15]([CH2:18][O:19][C:20]3[CH:29]=[CH:28][C:23]([C:24]([O:26]C)=[O:25])=[CH:22][CH:21]=3)=[CH:16][N:17]=1)=[CH:9]2)[CH3:2].O1CCCC1.[OH-].[Na+].Cl. Product: [CH2:1]([N:3]([S:30]([C:33]1[S:34][CH:35]=[CH:36][CH:37]=1)(=[O:31])=[O:32])[C:4]1[CH:5]=[CH:6][CH:7]=[C:8]2[C:12]=1[NH:11][C:10]([C:13]1[S:14][C:15]([CH2:18][O:19][C:20]3[CH:21]=[CH:22][C:23]([C:24]([OH:26])=[O:25])=[CH:28][CH:29]=3)=[CH:16][N:17]=1)=[CH:9]2)[CH3:2]. The catalyst class is: 370. (2) Reactant: [CH3:1][C:2]1([CH3:19])[C:6]([CH3:8])([CH3:7])[O:5][B:4]([C:9]2[CH:10]=[C:11]([C:15]([NH2:18])([CH3:17])[CH3:16])[CH:12]=[CH:13][CH:14]=2)[O:3]1.[CH3:20][C:21]([O:24][C:25](O[C:25]([O:24][C:21]([CH3:23])([CH3:22])[CH3:20])=[O:26])=[O:26])([CH3:23])[CH3:22].CC#N. Product: [CH3:8][C:6]1([CH3:7])[C:2]([CH3:19])([CH3:1])[O:3][B:4]([C:9]2[CH:10]=[C:11]([C:15]([NH:18][C:25](=[O:26])[O:24][C:21]([CH3:23])([CH3:22])[CH3:20])([CH3:17])[CH3:16])[CH:12]=[CH:13][CH:14]=2)[O:5]1. The catalyst class is: 22. (3) Reactant: O[CH2:2][CH2:3][CH:4]1[CH2:9][CH2:8][N:7]([C:10]([O:12][C:13]([CH3:16])([CH3:15])[CH3:14])=[O:11])[CH2:6][CH2:5]1.[I:17]I.C1(P(C2C=CC=CC=2)C2C=CC=CC=2)C=CC=CC=1.N1C=CN=C1. Product: [I:17][CH2:2][CH2:3][CH:4]1[CH2:9][CH2:8][N:7]([C:10]([O:12][C:13]([CH3:16])([CH3:15])[CH3:14])=[O:11])[CH2:6][CH2:5]1. The catalyst class is: 2.